From a dataset of Reaction yield outcomes from USPTO patents with 853,638 reactions. Predict the reaction yield, written as a fraction of the theoretical maximum amount of product (1.0 means a 100% yield; for example, 0.34 means a 34% yield). (1) The reactants are C([O:4][CH2:5][C:6]1[C:7]([N:31]2[CH2:43][CH2:42][N:34]3[C:35]4[CH2:36][CH2:37][CH2:38][CH2:39][C:40]=4[CH:41]=[C:33]3[C:32]2=[O:44])=[N:8][CH:9]=[CH:10][C:11]=1[C:12]1[CH:17]=[C:16]([NH:18][C:19]2[CH:28]=[C:22]3[CH2:23][N:24]([CH3:27])[CH2:25][CH2:26][N:21]3[N:20]=2)[C:15](=[O:29])[N:14]([CH3:30])[CH:13]=1)(=O)C.O[Li].O. The catalyst is CC(O)C.C1COCC1.O. The yield is 0.320. The product is [OH:4][CH2:5][C:6]1[C:7]([N:31]2[CH2:43][CH2:42][N:34]3[C:35]4[CH2:36][CH2:37][CH2:38][CH2:39][C:40]=4[CH:41]=[C:33]3[C:32]2=[O:44])=[N:8][CH:9]=[CH:10][C:11]=1[C:12]1[CH:17]=[C:16]([NH:18][C:19]2[CH:28]=[C:22]3[CH2:23][N:24]([CH3:27])[CH2:25][CH2:26][N:21]3[N:20]=2)[C:15](=[O:29])[N:14]([CH3:30])[CH:13]=1. (2) The reactants are Br[C:2]1[S:6][C:5]2[C:7](=[O:17])[CH2:8][CH:9]([C:10]3[CH:15]=[CH:14][C:13]([Cl:16])=[CH:12][CH:11]=3)[C:4]=2[CH:3]=1.[N:18]1[CH:23]=[CH:22][C:21](B(O)O)=[CH:20][CH:19]=1.O1CCOCC1.O.C(=O)([O-])[O-].[Cs+].[Cs+]. The catalyst is C1C=CC(P(C2C=CC=CC=2)[C-]2C=CC=C2)=CC=1.C1C=CC(P(C2C=CC=CC=2)[C-]2C=CC=C2)=CC=1.Cl[Pd]Cl.[Fe+2]. The product is [Cl:16][C:13]1[CH:14]=[CH:15][C:10]([CH:9]2[C:4]3[CH:3]=[C:2]([C:21]4[CH:22]=[CH:23][N:18]=[CH:19][CH:20]=4)[S:6][C:5]=3[C:7](=[O:17])[CH2:8]2)=[CH:11][CH:12]=1. The yield is 0.840.